Dataset: Reaction yield outcomes from USPTO patents with 853,638 reactions. Task: Predict the reaction yield, written as a fraction of the theoretical maximum amount of product (1.0 means a 100% yield; for example, 0.34 means a 34% yield). (1) The reactants are [F:1][C:2]1[C:3]([NH:12][C:13]2[CH:18]=[CH:17][C:16]([I:19])=[CH:15][C:14]=2[F:20])=[C:4]([CH:8]=[CH:9][C:10]=1[F:11])[C:5]([OH:7])=O.[NH2:21][C:22]1[N:27]=[C:26]([C:28]2([OH:32])[CH2:31][NH:30][CH2:29]2)[CH:25]=[CH:24][N:23]=1.F[P-](F)(F)(F)(F)F.N1(O[P+](N2CCCC2)(N2CCCC2)N2CCCC2)C2C=CC=CC=2N=N1.C(N(CC)C(C)C)(C)C. The catalyst is CN(C)C=O. The product is [NH2:21][C:22]1[N:27]=[C:26]([C:28]2([OH:32])[CH2:31][N:30]([C:5]([C:4]3[CH:8]=[CH:9][C:10]([F:11])=[C:2]([F:1])[C:3]=3[NH:12][C:13]3[CH:18]=[CH:17][C:16]([I:19])=[CH:15][C:14]=3[F:20])=[O:7])[CH2:29]2)[CH:25]=[CH:24][N:23]=1. The yield is 0.0700. (2) The reactants are CO[C:3](=[O:24])[C:4]1[CH:9]=[CH:8][C:7]([O:10][CH2:11][C:12]2[C:13]([C:17]3[CH:22]=[CH:21][C:20]([F:23])=[CH:19][CH:18]=3)=[N:14][O:15][CH:16]=2)=[N:6][CH:5]=1.[CH3:25][C@H:26]([NH2:29])[CH2:27][OH:28]. No catalyst specified. The product is [F:23][C:20]1[CH:19]=[CH:18][C:17]([C:13]2[C:12]([CH2:11][O:10][C:7]3[CH:8]=[CH:9][C:4]([C:3]([NH:29][C@@H:26]([CH3:25])[CH2:27][OH:28])=[O:24])=[CH:5][N:6]=3)=[CH:16][O:15][N:14]=2)=[CH:22][CH:21]=1. The yield is 0.590. (3) The reactants are [H-].[H-].[H-].[H-].[Li+].[Al+3].C([O:9][C:10](=O)[CH2:11][CH2:12][C:13]1[CH:18]=[CH:17][C:16]([C:19]2[CH:24]=[CH:23][C:22]([O:25][CH2:26][CH2:27][CH2:28][CH2:29][CH2:30][CH2:31][CH3:32])=[CH:21][CH:20]=2)=[CH:15][CH:14]=1)C. The catalyst is C1COCC1. The product is [CH2:26]([O:25][C:22]1[CH:23]=[CH:24][C:19]([C:16]2[CH:17]=[CH:18][C:13]([CH2:12][CH2:11][CH2:10][OH:9])=[CH:14][CH:15]=2)=[CH:20][CH:21]=1)[CH2:27][CH2:28][CH2:29][CH2:30][CH2:31][CH3:32]. The yield is 0.960. (4) The reactants are [CH3:1][C:2]1[N:11]=[C:10]([C:12]2[CH:13]=[N:14][CH:15]=[N:16][CH:17]=2)[C:9]2[CH2:8][CH2:7][C@H:6]3[C@H:18]([CH3:25])[C:19](=[O:24])[C:20]([C:22]#[N:23])=[CH:21][C@:5]3([C:26]3[CH:31]=[CH:30][CH:29]=[CH:28][CH:27]=3)[C:4]=2[N:3]=1.C([OH:34])C. No catalyst specified. The product is [CH3:1][C:2]1[N:11]=[C:10]([C:12]2[CH:17]=[N:16][CH:15]=[N:14][CH:13]=2)[C:9]2[CH2:8][CH2:7][C@H:6]3[C@H:18]([CH3:25])[C:19](=[O:24])[C:20]([C:22]([NH2:23])=[O:34])=[CH:21][C@:5]3([C:26]3[CH:27]=[CH:28][CH:29]=[CH:30][CH:31]=3)[C:4]=2[N:3]=1. The yield is 0.760. (5) The reactants are [N+:1]([C:4]1[C:13]2[C:8](=[CH:9][CH:10]=[CH:11][CH:12]=2)[CH:7]=[CH:6][C:5]=1[NH2:14])([O-:3])=[O:2].Br[C:16]1[CH:17]=[C:18]([CH:21]=[CH:22][CH:23]=1)[C:19]#[N:20].C(=O)([O-])[O-].[Cs+].[Cs+].C1(P(C2C=CC=CC=2)C2C=CC3C(=CC=CC=3)C=2C2C3C(=CC=CC=3)C=CC=2P(C2C=CC=CC=2)C2C=CC=CC=2)C=CC=CC=1.C(=O)(O)[O-].[Na+]. The catalyst is C1C=CC(/C=C/C(/C=C/C2C=CC=CC=2)=O)=CC=1.C1C=CC(/C=C/C(/C=C/C2C=CC=CC=2)=O)=CC=1.C1C=CC(/C=C/C(/C=C/C2C=CC=CC=2)=O)=CC=1.[Pd].[Pd]. The product is [N+:1]([C:4]1[C:13]2[C:8](=[CH:9][CH:10]=[CH:11][CH:12]=2)[CH:7]=[CH:6][C:5]=1[NH:14][C:16]1[CH:17]=[C:18]([CH:21]=[CH:22][CH:23]=1)[C:19]#[N:20])([O-:3])=[O:2]. The yield is 0.370.